This data is from Forward reaction prediction with 1.9M reactions from USPTO patents (1976-2016). The task is: Predict the product of the given reaction. (1) Given the reactants [C:1]([O:5][C:6](=[O:21])[NH:7][C:8]1[CH:13]=[C:12]([N:14]([CH3:16])[CH3:15])[C:11]([Cl:17])=[CH:10][C:9]=1[N+:18]([O-])=O)([CH3:4])([CH3:3])[CH3:2].O.O.Cl[Sn]Cl, predict the reaction product. The product is: [C:1]([O:5][C:6](=[O:21])[NH:7][C:8]1[CH:13]=[C:12]([N:14]([CH3:16])[CH3:15])[C:11]([Cl:17])=[CH:10][C:9]=1[NH2:18])([CH3:4])([CH3:2])[CH3:3]. (2) Given the reactants [N+:1]([C:4]1[CH:5]=[N:6][NH:7][CH:8]=1)([O-:3])=[O:2].[CH3:9][C@@H:10]1[CH2:12][O:11]1.C([O-])([O-])=O.[K+].[K+], predict the reaction product. The product is: [N+:1]([C:4]1[CH:5]=[N:6][N:7]([CH2:9][C@H:10]([OH:11])[CH3:12])[CH:8]=1)([O-:3])=[O:2]. (3) Given the reactants [C:1]12[C:10](=[O:11])[O:9][C:7](=[O:8])[C:2]=1[CH2:3][CH2:4][CH2:5][CH2:6]2.[BH4-].[Na+], predict the reaction product. The product is: [OH:11][CH:10]1[C:1]2[CH2:6][CH2:5][CH2:4][CH2:3][C:2]=2[C:7](=[O:8])[O:9]1.